Dataset: Reaction yield outcomes from USPTO patents with 853,638 reactions. Task: Predict the reaction yield, written as a fraction of the theoretical maximum amount of product (1.0 means a 100% yield; for example, 0.34 means a 34% yield). The reactants are C1N=CN(C(N2C=NC=C2)=O)C=1.[C:13]([OH:22])(=[O:21])[C:14]1[C:15](=[CH:17][CH:18]=[CH:19][CH:20]=1)[OH:16].[C:23](O)([CH3:26])([CH3:25])[CH3:24].C1CCN2C(=NCCC2)CC1.C([O-])(O)=O.[Na+]. The catalyst is CN(C=O)C. The product is [OH:16][C:15]1[CH:17]=[CH:18][CH:19]=[CH:20][C:14]=1[C:13]([O:22][C:23]([CH3:26])([CH3:25])[CH3:24])=[O:21]. The yield is 0.730.